From a dataset of Reaction yield outcomes from USPTO patents with 853,638 reactions. Predict the reaction yield, written as a fraction of the theoretical maximum amount of product (1.0 means a 100% yield; for example, 0.34 means a 34% yield). The reactants are [CH3:1][C:2](=[CH:5][C:6]1[CH:11]=[CH:10][C:9]([CH3:12])=[CH:8][CH:7]=1)[CH2:3]O.CN(C)C=O.S(Cl)([Cl:20])=O.C(=O)([O-])[O-].[Na+].[Na+]. The catalyst is C1(C)C=CC=CC=1.O. The product is [Cl:20][CH2:3][C:2]([CH3:1])=[CH:5][C:6]1[CH:11]=[CH:10][C:9]([CH3:12])=[CH:8][CH:7]=1. The yield is 0.873.